From a dataset of Catalyst prediction with 721,799 reactions and 888 catalyst types from USPTO. Predict which catalyst facilitates the given reaction. (1) Reactant: [CH2:1]([O:3][C:4](=[O:14])[C:5]1[CH:10]=[C:9]([I:11])[C:8]([OH:12])=[C:7]([Br:13])[CH:6]=1)[CH3:2].[CH2:15](O)[CH2:16][OH:17].C1(P(C2C=CC=CC=2)C2C=CC=CC=2)C=CC=CC=1.N(C(OC(C)C)=O)=NC(OC(C)C)=O. Product: [CH2:1]([O:3][C:4](=[O:14])[C:5]1[CH:10]=[C:9]([I:11])[C:8]([O:12][CH2:15][CH2:16][OH:17])=[C:7]([Br:13])[CH:6]=1)[CH3:2]. The catalyst class is: 1. (2) Reactant: [C:1]([O:5][C:6]([N:8]([C:13]1[CH:14]=[C:15]([CH:30]=[CH:31][C:32]=1[O:33][CH3:34])[C:16]([O:18][CH2:19][C:20]([O:22]CC1C=CC=CC=1)=[O:21])=[O:17])[S:9]([CH3:12])(=[O:11])=[O:10])=[O:7])([CH3:4])([CH3:3])[CH3:2]. Product: [C:1]([O:5][C:6]([N:8]([C:13]1[CH:14]=[C:15]([CH:30]=[CH:31][C:32]=1[O:33][CH3:34])[C:16]([O:18][CH2:19][C:20]([OH:22])=[O:21])=[O:17])[S:9]([CH3:12])(=[O:11])=[O:10])=[O:7])([CH3:4])([CH3:3])[CH3:2]. The catalyst class is: 515. (3) Product: [CH3:1][N:2]1[CH2:6][CH2:5][CH2:4][C@H:3]1[CH2:7][O:8][CH2:12][C:13]1[C:14]([C:27]2[CH:32]=[CH:31][CH:30]=[CH:29][CH:28]=2)=[N:15][C:16]2[C:21]([C:22]=1[C:23]([O:25][CH3:26])=[O:24])=[CH:20][CH:19]=[CH:18][CH:17]=2. The catalyst class is: 3. Reactant: [CH3:1][N:2]1[CH2:6][CH2:5][CH2:4][C@H:3]1[CH2:7][OH:8].[H-].[Na+].Br[CH2:12][C:13]1[C:14]([C:27]2[CH:32]=[CH:31][CH:30]=[CH:29][CH:28]=2)=[N:15][C:16]2[C:21]([C:22]=1[C:23]([O:25][CH3:26])=[O:24])=[CH:20][CH:19]=[CH:18][CH:17]=2. (4) Reactant: [C:1]([N:4]1[C:13]2[CH:8]([CH2:9][CH2:10][CH2:11][CH:12]=2)[CH2:7][C:6](=[O:14])[N:5]1[C:15](=[O:17])[CH3:16])(=[O:3])[CH3:2].C(Cl)(=O)C.[CH3:22][O:23][CH:24](OC)OC. Product: [C:1]([N:4]1[C:13]2[C:8](=[CH:9][CH:10]=[CH:11][CH:12]=2)[C:7](=[CH:22][O:23][CH3:24])[C:6](=[O:14])[N:5]1[C:15](=[O:17])[CH3:16])(=[O:3])[CH3:2]. The catalyst class is: 9. (5) Reactant: F[C:2]1[C:7]([C:8]2[N:16]=[CH:15][N:14]=[C:13]3[C:9]=2[N:10]=[CH:11][N:12]3[CH:17]2[CH2:22][CH2:21][CH2:20][CH2:19][O:18]2)=[CH:6][CH:5]=[CH:4][N:3]=1.[NH2:23][C:24]1[CH:25]=[N:26][C:27]([O:30][CH3:31])=[CH:28][CH:29]=1.[Li+].C[Si]([N-][Si](C)(C)C)(C)C. Product: [CH3:31][O:30][C:27]1[N:26]=[CH:25][C:24]([NH:23][C:2]2[C:7]([C:8]3[N:16]=[CH:15][N:14]=[C:13]4[C:9]=3[N:10]=[CH:11][N:12]4[CH:17]3[CH2:22][CH2:21][CH2:20][CH2:19][O:18]3)=[CH:6][CH:5]=[CH:4][N:3]=2)=[CH:29][CH:28]=1. The catalyst class is: 1.